From a dataset of Forward reaction prediction with 1.9M reactions from USPTO patents (1976-2016). Predict the product of the given reaction. (1) Given the reactants CS([O:5][CH2:6][CH2:7][CH2:8][C:9]1[O:13][C:12]([N:14]2[CH:18]=[CH:17][N:16]=[C:15]2[CH3:19])=[N:11][C:10]=1[C:20]1[CH:25]=[CH:24][C:23]([Cl:26])=[CH:22][CH:21]=1)(=O)=O.O[C:28]1[CH:33]=[CH:32][C:31]([CH2:34][C:35]#[N:36])=[CH:30][CH:29]=1.C(=O)([O-])[O-].[K+].[K+].CN(C)C=O, predict the reaction product. The product is: [Cl:26][C:23]1[CH:24]=[CH:25][C:20]([C:10]2[N:11]=[C:12]([N:14]3[CH:18]=[CH:17][N:16]=[C:15]3[CH3:19])[O:13][C:9]=2[CH2:8][CH2:7][CH2:6][O:5][C:28]2[CH:33]=[CH:32][C:31]([CH2:34][C:35]#[N:36])=[CH:30][CH:29]=2)=[CH:21][CH:22]=1. (2) Given the reactants [N:1]1([C:14]([O:16][C:17]([CH3:20])([CH3:19])[CH3:18])=[O:15])[C:5]2=[N:6][CH:7]=[CH:8][CH:9]=[C:4]2[CH2:3][CH:2]1[C:10]([O:12]C)=[O:11].C1COCC1.O.[OH-].[Li+:28], predict the reaction product. The product is: [C:17]([O:16][C:14]([N:1]1[C:5]2=[N:6][CH:7]=[CH:8][CH:9]=[C:4]2[CH2:3][CH:2]1[C:10]([O-:12])=[O:11])=[O:15])([CH3:20])([CH3:18])[CH3:19].[Li+:28]. (3) Given the reactants [F:1][C:2]([F:16])([C:5]1[CH:10]=[CH:9][CH:8]=[C:7]([O:11][CH2:12][CH2:13][CH2:14][CH3:15])[CH:6]=1)[CH2:3][NH2:4].[C:17]([O:21][C:22](O[C:22]([O:21][C:17]([CH3:20])([CH3:19])[CH3:18])=[O:23])=[O:23])([CH3:20])([CH3:19])[CH3:18].CCN(CC)CC, predict the reaction product. The product is: [C:17]([O:21][C:22]([NH:4][CH2:3][C:2]([F:16])([F:1])[C:5]1[CH:10]=[CH:9][CH:8]=[C:7]([O:11][CH2:12][CH2:13][CH2:14][CH3:15])[CH:6]=1)=[O:23])([CH3:20])([CH3:19])[CH3:18]. (4) The product is: [Cl:15][C:16]1[CH:17]=[C:18]2[C:23](=[CH:24][C:25]=1[Cl:26])[N:22]=[CH:21][CH:20]=[C:2]2[CH:3]=[O:5]. Given the reactants F[C:2](F)(F)[C:3]([OH:5])=O.C(I)(C)(C)C.II.[Cl:15][C:16]1[CH:17]=[C:18]2[C:23](=[CH:24][C:25]=1[Cl:26])[N:22]=[CH:21][CH:20]=C2C.S([O-])([O-])(=O)=S.[Na+].[Na+].C(=O)([O-])O.[Na+], predict the reaction product. (5) Given the reactants [C:1]([C:5]1[N:10]=[CH:9][C:8]([C:11]2[N:12]([C:32]([N:34]3[CH2:39][CH2:38][CH:37]([OH:40])[CH2:36][CH2:35]3)=[O:33])[C@@:13]([C:25]3[CH:30]=[CH:29][C:28]([Cl:31])=[CH:27][CH:26]=3)([CH3:24])[C@@:14]([C:17]3[CH:22]=[CH:21][C:20]([Cl:23])=[CH:19][CH:18]=3)([CH3:16])[N:15]=2)=[C:7]([O:41][CH2:42][CH3:43])[CH:6]=1)([CH3:4])([CH3:3])[CH3:2].[C:44](#[N:47])[CH:45]=[CH2:46], predict the reaction product. The product is: [C:1]([C:5]1[N:10]=[CH:9][C:8]([C:11]2[N:12]([C:32]([N:34]3[CH2:39][CH2:38][CH:37]([O:40][CH2:46][CH2:45][C:44]#[N:47])[CH2:36][CH2:35]3)=[O:33])[C@@:13]([C:25]3[CH:30]=[CH:29][C:28]([Cl:31])=[CH:27][CH:26]=3)([CH3:24])[C@@:14]([C:17]3[CH:18]=[CH:19][C:20]([Cl:23])=[CH:21][CH:22]=3)([CH3:16])[N:15]=2)=[C:7]([O:41][CH2:42][CH3:43])[CH:6]=1)([CH3:2])([CH3:3])[CH3:4]. (6) Given the reactants CN(C)[CH:3]=[O:4].P(Cl)(Cl)([Cl:8])=O.[CH2:11]([N:13]1[C:17](O)=[CH:16][C:15]([CH3:19])=[N:14]1)[CH3:12], predict the reaction product. The product is: [Cl:8][C:17]1[N:13]([CH2:11][CH3:12])[N:14]=[C:15]([CH3:19])[C:16]=1[CH:3]=[O:4].